This data is from Forward reaction prediction with 1.9M reactions from USPTO patents (1976-2016). The task is: Predict the product of the given reaction. Given the reactants [H-].[Na+].[Br:3][C:4]1[CH:9]=[CH:8][C:7]([C@@H:10]([N:12]([CH2:17][CH2:18][C:19]([C:24]2[CH:29]=[CH:28][CH:27]=[CH:26][C:25]=2[F:30])(O)[CH2:20][CH:21]=[CH2:22])[C:13](=[O:16])[O:14]C)[CH3:11])=[CH:6][CH:5]=1, predict the reaction product. The product is: [CH2:20]([C@@:19]1([C:24]2[CH:29]=[CH:28][CH:27]=[CH:26][C:25]=2[F:30])[O:14][C:13](=[O:16])[N:12]([C@H:10]([C:7]2[CH:8]=[CH:9][C:4]([Br:3])=[CH:5][CH:6]=2)[CH3:11])[CH2:17][CH2:18]1)[CH:21]=[CH2:22].[CH2:20]([C@:19]1([C:24]2[CH:29]=[CH:28][CH:27]=[CH:26][C:25]=2[F:30])[O:14][C:13](=[O:16])[N:12]([C@H:10]([C:7]2[CH:8]=[CH:9][C:4]([Br:3])=[CH:5][CH:6]=2)[CH3:11])[CH2:17][CH2:18]1)[CH:21]=[CH2:22].